From a dataset of Reaction yield outcomes from USPTO patents with 853,638 reactions. Predict the reaction yield, written as a fraction of the theoretical maximum amount of product (1.0 means a 100% yield; for example, 0.34 means a 34% yield). (1) The product is [NH2:16][CH2:15][CH2:14][C:11]1[N:10]2[C:2](=[O:1])[C:3]3[NH:4][CH:5]=[N:6][C:7]=3[N:8]([CH2:27][CH2:28][CH2:29][CH2:30][CH3:31])[C:9]2=[N:13][N:12]=1. The catalyst is CO.[Pd]. The yield is 0.900. The reactants are [O:1]=[C:2]1[N:10]2[C:11]([CH2:14][CH2:15][NH:16]C(=O)OCC3C=CC=CC=3)=[N:12][N:13]=[C:9]2[N:8]([CH2:27][CH2:28][CH2:29][CH2:30][CH3:31])[C:7]2[N:6]=[CH:5][NH:4][C:3]1=2. (2) The reactants are [C:1]1(=[O:8])O[C:5](=[O:6])[CH:4]=[C:2]1[CH3:3].[NH2:9][C:10]1[CH:15]=[CH:14][C:13]([Br:16])=[CH:12][N:11]=1. The catalyst is C1(C)C=CC=CC=1. The product is [Br:16][C:13]1[CH:14]=[CH:15][C:10]([N:9]2[C:5](=[O:6])[CH:4]=[C:2]([CH3:3])[C:1]2=[O:8])=[N:11][CH:12]=1. The yield is 0.710. (3) The reactants are [C:1]([CH:3]1[CH2:5][CH2:4]1)#[CH:2].[O:6]1[C:10]2[CH:11]=[CH:12][CH:13]=[CH:14][C:9]=2[O:8][BH:7]1. The catalyst is O1CCCC1. The product is [CH:3]1(/[CH:1]=[CH:2]/[B:7]2[O:8][C:9]3[CH:14]=[CH:13][CH:12]=[CH:11][C:10]=3[O:6]2)[CH2:5][CH2:4]1. The yield is 0.460. (4) The reactants are Br[C:2]1[CH:12]=[CH:11][C:5]([C:6]([O:8][CH2:9][CH3:10])=[O:7])=[C:4]([Cl:13])[CH:3]=1.CC1(C)C(C)(C)OB([C:22]2[CH2:27][CH2:26][N:25]([C:28]([O:30][C:31]([CH3:34])([CH3:33])[CH3:32])=[O:29])[CH2:24][CH:23]=2)O1.C(=O)([O-])[O-].[K+].[K+]. The catalyst is O1CCOCC1.O.C1C=CC(P(C2C=CC=CC=2)[C-]2C=CC=C2)=CC=1.C1C=CC(P(C2C=CC=CC=2)[C-]2C=CC=C2)=CC=1.Cl[Pd]Cl.[Fe+2]. The product is [Cl:13][C:4]1[CH:3]=[C:2]([C:22]2[CH2:27][CH2:26][N:25]([C:28]([O:30][C:31]([CH3:34])([CH3:33])[CH3:32])=[O:29])[CH2:24][CH:23]=2)[CH:12]=[CH:11][C:5]=1[C:6]([O:8][CH2:9][CH3:10])=[O:7]. The yield is 0.960.